Predict which catalyst facilitates the given reaction. From a dataset of Catalyst prediction with 721,799 reactions and 888 catalyst types from USPTO. (1) The catalyst class is: 48. Product: [CH:17]1([C:13]2([CH3:14])[CH2:8][CH:9]3[CH2:15][C:12]2([CH3:25])[CH2:11][CH2:10]3)[CH2:22][CH2:21][CH2:20][CH2:19][CH2:18]1. Reactant: S(=O)(=O)(O)O.OC[CH:8]1[CH:13]([CH3:14])[CH:12]2[CH2:15][CH:9]1[CH2:10][CH2:11]2.C=[C:17]1[CH:22](C)[CH:21]2C[CH:18]1[CH2:19][CH2:20]2.[CH3:25]C1C2CC(C=1C)CC2. (2) Reactant: [CH2:1]([O:8][CH2:9][CH2:10][O:11][C:12]1[N:13]=[CH:14][C:15]([NH:18]C(=O)OC(C)(C)C)=[N:16][CH:17]=1)[C:2]1[CH:7]=[CH:6][CH:5]=[CH:4][CH:3]=1.FC(F)(F)C(O)=O. Product: [CH2:1]([O:8][CH2:9][CH2:10][O:11][C:12]1[N:13]=[CH:14][C:15]([NH2:18])=[N:16][CH:17]=1)[C:2]1[CH:7]=[CH:6][CH:5]=[CH:4][CH:3]=1. The catalyst class is: 4. (3) Product: [CH:4]([C:7]1[S:8][C:9]([CH3:16])=[C:10]([C:12]([OH:14])=[O:13])[N:11]=1)([CH3:6])[CH3:5]. Reactant: O.[OH-].[Li+].[CH:4]([C:7]1[S:8][C:9]([CH3:16])=[C:10]([C:12]([O:14]C)=[O:13])[N:11]=1)([CH3:6])[CH3:5]. The catalyst class is: 72. (4) Reactant: [CH3:1][C:2]([C@H:4]1[C@@H:8]2[C@@H:9]3[C@@:22]([CH3:25])([CH2:23][CH2:24][C@@:7]2([CH2:31][OH:32])[CH2:6][CH2:5]1)[C@@:21]1([CH3:26])[C@@H:12]([C@:13]2([CH3:30])[C@@H:18]([CH2:19][CH2:20]1)[C:17]([CH3:28])([CH3:27])[C@@H:16]([OH:29])[CH2:15][CH2:14]2)[CH2:11][CH2:10]3)=[CH2:3].CC(C)=[O:35].OS(O)(=O)=O.O=[Cr](=O)=O. Product: [CH3:3][C:2]([C@H:4]1[C@@H:8]2[C@@H:9]3[C@@:22]([CH3:25])([CH2:23][CH2:24][C@@:7]2([C:31]([OH:35])=[O:32])[CH2:6][CH2:5]1)[C@@:21]1([CH3:26])[C@@H:12]([C@:13]2([CH3:30])[C@@H:18]([CH2:19][CH2:20]1)[C:17]([CH3:28])([CH3:27])[C:16](=[O:29])[CH2:15][CH2:14]2)[CH2:11][CH2:10]3)=[CH2:1]. The catalyst class is: 21. (5) Reactant: Cl[C:2]1[CH:7]=[C:6]([C:8]2[CH:13]=[CH:12][CH:11]=[C:10]([Cl:14])[C:9]=2[Cl:15])[N:5]=[C:4]([NH2:16])[N:3]=1.[NH2:17][CH2:18][CH2:19][C:20]1[CH:25]=[CH:24][C:23]([S:26]([NH2:29])(=[O:28])=[O:27])=[CH:22][CH:21]=1.CCN(C(C)C)C(C)C. Product: [NH2:16][C:4]1[N:3]=[C:2]([NH:17][CH2:18][CH2:19][C:20]2[CH:21]=[CH:22][C:23]([S:26]([NH2:29])(=[O:27])=[O:28])=[CH:24][CH:25]=2)[CH:7]=[C:6]([C:8]2[CH:13]=[CH:12][CH:11]=[C:10]([Cl:14])[C:9]=2[Cl:15])[N:5]=1. The catalyst class is: 51. (6) Reactant: [Cl:1][C:2]1[CH:7]=[CH:6][CH:5]=[C:4]([Cl:8])[C:3]=1[NH:9][C:10]1[CH:15]=[CH:14][CH:13]=[CH:12][C:11]=1[CH2:16][C:17]([O:19][CH:20]1[CH2:25][O:24]C(C2C=CC=CC=2)[O:22][CH2:21]1)=[O:18]. Product: [Cl:1][C:2]1[CH:7]=[CH:6][CH:5]=[C:4]([Cl:8])[C:3]=1[NH:9][C:10]1[CH:15]=[CH:14][CH:13]=[CH:12][C:11]=1[CH2:16][C:17]([O:19][CH:20]([CH2:25][OH:24])[CH2:21][OH:22])=[O:18]. The catalyst class is: 153. (7) Reactant: C(=O)([O-])[O-].CS(C)=O.[CH:9]1[C:14](N=C=S)=[CH:13][C:12]2[C:18]([O:20][C:21]3([C:31]4[CH:32]=[CH:33][C:34]([OH:36])=[CH:35][C:30]=4[O:29][C:23]4[CH:24]=[C:25]([OH:28])[CH:26]=[CH:27][C:22]3=4)[C:11]=2[CH:10]=1)=[O:19]. The catalyst class is: 6. Product: [CH:9]1[CH:14]=[CH:13][C:12]([C:18]([OH:20])=[O:19])=[C:11]([C:21]2[C:22]3[CH:27]=[CH:26][C:25]([OH:28])=[CH:24][C:23]=3[O:29][C:30]3[C:31]=2[CH:32]=[CH:33][C:34]([CH:35]=3)=[O:36])[CH:10]=1.